From a dataset of Forward reaction prediction with 1.9M reactions from USPTO patents (1976-2016). Predict the product of the given reaction. (1) The product is: [Cl:1][C:2]1[N:7]=[C:6]([NH:18][C:17]2[CH:19]=[CH:20][CH:21]=[C:15]([C:14]3[NH:13][N:12]=[N:11][N:10]=3)[CH:16]=2)[C:5]([F:9])=[CH:4][N:3]=1. Given the reactants [Cl:1][C:2]1[N:7]=[C:6](Cl)[C:5]([F:9])=[CH:4][N:3]=1.[NH:10]1[C:14]([C:15]2[CH:16]=[C:17]([CH:19]=[CH:20][CH:21]=2)[NH2:18])=[N:13][N:12]=[N:11]1.O, predict the reaction product. (2) Given the reactants [CH3:1][O:2][C:3]1[CH:8]=[CH:7][C:6]([C:9]2[S:10][CH:11]=[CH:12][CH:13]=2)=[CH:5][C:4]=1[CH2:14][C:15]([C:17]1[CH:22]=[CH:21][C:20]([NH:23][C:24]([C:26]2[O:30][N:29]=[CH:28][CH:27]=2)=[O:25])=[CH:19][CH:18]=1)=[O:16].[CH3:31]O, predict the reaction product. The product is: [CH3:1][O:2][C:3]1[CH:8]=[CH:7][C:6]([C:9]2[S:10][CH:11]=[CH:12][CH:13]=2)=[CH:5][C:4]=1[C:14](=[CH2:31])[C:15]([C:17]1[CH:22]=[CH:21][C:20]([NH:23][C:24]([C:26]2[O:30][N:29]=[CH:28][CH:27]=2)=[O:25])=[CH:19][CH:18]=1)=[O:16]. (3) Given the reactants C1(P(C2C=CC=CC=2)C2C3OC4C(=CC=CC=4P(C4C=CC=CC=4)C4C=CC=CC=4)C(C)(C)C=3C=CC=2)C=CC=CC=1.Br[C:44]1[N:52]=[C:47]2[CH:48]=[CH:49][CH:50]=[CH:51][N:46]2[N:45]=1.C(=O)([O-])[O-].[Cs+].[Cs+].[NH2:59][C:60]1[CH:68]=[C:67]2[C:63]([C:64]([CH3:78])([CH3:77])[C:65](=[O:76])[N:66]2C(OC(C)(C)C)=O)=[CH:62][CH:61]=1, predict the reaction product. The product is: [N:52]1[C:44]([NH:59][C:60]2[CH:68]=[C:67]3[C:63]([C:64]([CH3:78])([CH3:77])[C:65](=[O:76])[NH:66]3)=[CH:62][CH:61]=2)=[N:45][N:46]2[CH:51]=[CH:50][CH:49]=[CH:48][C:47]=12. (4) Given the reactants [Si:1]([O:8][CH2:9][C:10]1[C:15]2[CH:16](O)[CH:17]([CH3:21])[CH2:18][CH2:19][CH2:20][C:14]=2[CH:13]=[CH:12][CH:11]=1)([C:4]([CH3:7])([CH3:6])[CH3:5])([CH3:3])[CH3:2].C(N(CC)CC)C.CS(Cl)(=O)=O.[Cl-].[Li+].C1CCN2C(=NCCC2)CC1, predict the reaction product. The product is: [C:4]([Si:1]([O:8][CH2:9][C:10]1[C:15]2[CH:16]=[C:17]([CH3:21])[CH2:18][CH2:19][CH2:20][C:14]=2[CH:13]=[CH:12][CH:11]=1)([CH3:3])[CH3:2])([CH3:7])([CH3:5])[CH3:6]. (5) Given the reactants Cl[CH2:2][C:3]([NH:5][C:6]1[CH:11]=[CH:10][C:9]([NH:12][C:13]2[N:18]=[C:17]([C:19]3[S:23][C:22]([CH3:24])=[N:21][C:20]=3[CH3:25])[CH:16]=[CH:15][N:14]=2)=[CH:8][CH:7]=1)=[O:4].[NH:26]1[CH:30]=[N:29][CH:28]=[N:27]1, predict the reaction product. The product is: [CH3:24][C:22]1[S:23][C:19]([C:17]2[CH:16]=[CH:15][N:14]=[C:13]([NH:12][C:9]3[CH:10]=[CH:11][C:6]([NH:5][C:3](=[O:4])[CH2:2][N:26]4[CH:30]=[N:29][CH:28]=[N:27]4)=[CH:7][CH:8]=3)[N:18]=2)=[C:20]([CH3:25])[N:21]=1. (6) Given the reactants [NH2:1][C:2]1[C:7]([C:8]2[CH:9]=[C:10]([NH:14][S:15]([C:18]3[CH:23]=[CH:22][C:21]([O:24]C)=[CH:20][CH:19]=3)(=[O:17])=[O:16])[CH:11]=[N:12][CH:13]=2)=[C:6]([NH:26][C@H:27]([C:29]2[N:34]([C:35]3[CH:40]=[CH:39][CH:38]=[CH:37][CH:36]=3)[C:33](=[O:41])[C:32]3=[C:42]([CH3:45])[CH:43]=[CH:44][N:31]3[N:30]=2)[CH3:28])[N:5]=[CH:4][N:3]=1.B(Br)(Br)Br, predict the reaction product. The product is: [NH2:1][C:2]1[C:7]([C:8]2[CH:9]=[C:10]([NH:14][S:15]([C:18]3[CH:23]=[CH:22][C:21]([OH:24])=[CH:20][CH:19]=3)(=[O:17])=[O:16])[CH:11]=[N:12][CH:13]=2)=[C:6]([NH:26][C@H:27]([C:29]2[N:34]([C:35]3[CH:40]=[CH:39][CH:38]=[CH:37][CH:36]=3)[C:33](=[O:41])[C:32]3=[C:42]([CH3:45])[CH:43]=[CH:44][N:31]3[N:30]=2)[CH3:28])[N:5]=[CH:4][N:3]=1. (7) Given the reactants [CH2:1]([C@@:8]12[CH2:21][CH2:20][C:19](=[O:22])[CH:18]=[C:17]1[CH2:16][CH2:15][C:14]1[CH:13]=[C:12]([C:23]([O:25][CH3:26])=[O:24])[CH:11]=[CH:10][C:9]2=1)[C:2]1[CH:7]=[CH:6][CH:5]=[CH:4][CH:3]=1.ClC(Cl)(Cl)C(O)=O.C([C@H]1N[C@@H](C2OC(C)=CC=2)N(C)C1=O)C1C=CC=CC=1.CC1NC(C)=C(C(OCC)=O)CC=1C(OCC)=O, predict the reaction product. The product is: [CH2:1]([C@@:8]12[CH2:21][CH2:20][C:19](=[O:22])[CH2:18][C@H:17]1[CH2:16][CH2:15][C:14]1[CH:13]=[C:12]([C:23]([O:25][CH3:26])=[O:24])[CH:11]=[CH:10][C:9]2=1)[C:2]1[CH:3]=[CH:4][CH:5]=[CH:6][CH:7]=1.